This data is from Forward reaction prediction with 1.9M reactions from USPTO patents (1976-2016). The task is: Predict the product of the given reaction. (1) Given the reactants [CH:1]1([C:6]2[NH:7][C:8]3[CH2:9][C:10]([CH3:38])([CH3:37])[CH2:11][C:12](=[O:36])[C:13]=3[CH:14]([C:28]3[CH:33]=[CH:32][C:31]([F:34])=[C:30]([F:35])[CH:29]=3)[C:15]=2[C:16](=[O:27])[C:17]2[CH:22]=[CH:21][C:20]([C:23]([F:26])([F:25])[F:24])=[CH:19][CH:18]=2)[CH2:5][CH2:4][CH2:3][CH2:2]1.N1C=CC=CC=1, predict the reaction product. The product is: [CH:1]1([C:6]2[C:15]([C:16](=[O:27])[C:17]3[CH:18]=[CH:19][C:20]([C:23]([F:26])([F:24])[F:25])=[CH:21][CH:22]=3)=[C:14]([C:28]3[CH:33]=[CH:32][C:31]([F:34])=[C:30]([F:35])[CH:29]=3)[C:13]3[C:12](=[O:36])[CH2:11][C:10]([CH3:38])([CH3:37])[CH2:9][C:8]=3[N:7]=2)[CH2:5][CH2:4][CH2:3][CH2:2]1. (2) Given the reactants C([O:4][C:5]1[C:10]([CH:11]([CH:13]2[CH2:15][CH2:14]2)[CH3:12])=[CH:9][CH:8]=[CH:7][C:6]=1Br)C=C.[Li+].C[CH2:19][CH2:20][CH2-:21].CN(C)CCN(C)C.[Cl-].[NH4+], predict the reaction product. The product is: [CH:19]1([C:6]2[CH:7]=[CH:8][CH:9]=[C:10]([CH:11]([CH:13]3[CH2:14][CH2:15]3)[CH3:12])[C:5]=2[OH:4])[CH2:20][CH2:21]1. (3) Given the reactants C(OC([NH:11][C@H:12]1[CH2:17][CH2:16][N:15]([C:18]([O:20][C:21]([CH3:24])([CH3:23])[CH3:22])=[O:19])[CH2:14][C@H:13]1[NH:25][C:26]([O:28][CH2:29][CH2:30][Si:31]([CH3:34])([CH3:33])[CH3:32])=[O:27])=O)C1C=CC=CC=1.[H][H], predict the reaction product. The product is: [NH2:11][C@H:12]1[CH2:17][CH2:16][N:15]([C:18]([O:20][C:21]([CH3:24])([CH3:23])[CH3:22])=[O:19])[CH2:14][C@H:13]1[NH:25][C:26]([O:28][CH2:29][CH2:30][Si:31]([CH3:34])([CH3:33])[CH3:32])=[O:27]. (4) Given the reactants [NH2:1][C:2]1[C:3]([Cl:20])=[C:4]([C:9]2[C:10]([NH2:19])=[N:11][C:12]3[C:17]([CH:18]=2)=[CH:16]N=[CH:14][CH:13]=3)[C:5]([Cl:8])=[CH:6][CH:7]=1.[F:21][C:22]([F:33])([F:32])[C:23]1[CH:24]=[C:25]([CH:29]=[CH:30][CH:31]=1)[C:26](Cl)=[O:27].Cl[CH2:35]Cl, predict the reaction product. The product is: [NH2:19][C:10]1[C:9]([C:4]2[C:3]([Cl:20])=[C:2]([NH:1][C:26](=[O:27])[C:25]3[CH:29]=[CH:30][CH:31]=[C:23]([C:22]([F:33])([F:32])[F:21])[CH:24]=3)[CH:7]=[CH:6][C:5]=2[Cl:8])=[CH:18][C:17]2[C:12](=[CH:13][CH:14]=[CH:35][CH:16]=2)[N:11]=1. (5) Given the reactants C([O:9][C@H:10]1[C@@H:17]2[N:13]([N:14]=[C:15]([C:20]3[CH:25]=[CH:24][C:23]([C:26]#[N:27])=[C:22]([Cl:28])[C:21]=3[CH3:29])[C@H:16]2[O:18][CH3:19])[CH2:12][CH2:11]1)(=O)C1C=CC=CC=1.O[Li].O, predict the reaction product. The product is: [Cl:28][C:22]1[C:21]([CH3:29])=[C:20]([C:15]2[C@@H:16]([O:18][CH3:19])[C@@H:17]3[C@H:10]([OH:9])[CH2:11][CH2:12][N:13]3[N:14]=2)[CH:25]=[CH:24][C:23]=1[C:26]#[N:27]. (6) Given the reactants Cl.[NH2:2][CH:3]1[CH2:12][C:11]2[C:6](=[CH:7][C:8]([Br:13])=[CH:9][CH:10]=2)[N:5]([OH:14])[C:4]1=[O:15].[C:16](O[C:16]([O:18][C:19]([CH3:22])([CH3:21])[CH3:20])=[O:17])([O:18][C:19]([CH3:22])([CH3:21])[CH3:20])=[O:17].C(N(CC)CC)C.O, predict the reaction product. The product is: [Br:13][C:8]1[CH:7]=[C:6]2[C:11]([CH2:12][CH:3]([NH:2][C:16](=[O:17])[O:18][C:19]([CH3:22])([CH3:21])[CH3:20])[C:4](=[O:15])[N:5]2[OH:14])=[CH:10][CH:9]=1.